From a dataset of hERG potassium channel inhibition data for cardiac toxicity prediction from Karim et al.. Regression/Classification. Given a drug SMILES string, predict its toxicity properties. Task type varies by dataset: regression for continuous values (e.g., LD50, hERG inhibition percentage) or binary classification for toxic/non-toxic outcomes (e.g., AMES mutagenicity, cardiotoxicity, hepatotoxicity). Dataset: herg_karim. (1) The drug is Cc1cc(-c2ccc(CC(=O)Nc3ccc(-c4cccnc4)cc3)cc2)ccn1. The result is 0 (non-blocker). (2) The result is 0 (non-blocker). The drug is COc1ccc(CN(C(=O)[C@@H](N)Cc2c(C)cc(C(N)=O)cc2C)[C@@H](C)c2nc(-c3ccccc3)c[nH]2)cc1C(=O)O.Cl.Cl. (3) The drug is N[C@@H]1CCN(c2ccc(Cl)c(Cl)c2)c2ccccc21. The result is 1 (blocker). (4) The compound is CC1(C)CC(NC(=O)c2cccc3cn[nH]c23)c2cc(-c3ccc(Cl)cc3)c(-c3ccc(Cl)cc3Cl)nc2O1. The result is 0 (non-blocker). (5) The molecule is COc1c(Nc2ncc(Cl)c(N[C@H]3[C@@H](C(N)=O)[C@@H]4C=C[C@H]3C4)n2)ccc2c1CCC[C@@H](N1CCN(CCO)CC1)C2. The result is 0 (non-blocker). (6) The drug is CC(C)n1nc(-c2cc3cc(O)ccc3[nH]2)c2c(N)ncnc21. The result is 0 (non-blocker).